This data is from Forward reaction prediction with 1.9M reactions from USPTO patents (1976-2016). The task is: Predict the product of the given reaction. (1) The product is: [Cl:1][C:2]1[CH:3]=[C:4]([N:14]([CH2:21][CH3:22])[CH:15]2[CH2:20][CH2:19][O:18][CH2:17][CH2:16]2)[C:5]([O:12][CH3:13])=[C:6]([CH:11]=1)[C:7]([OH:9])=[O:8]. Given the reactants [Cl:1][C:2]1[CH:3]=[C:4]([N:14]([CH2:21][CH3:22])[CH:15]2[CH2:20][CH2:19][O:18][CH2:17][CH2:16]2)[C:5]([O:12][CH3:13])=[C:6]([CH:11]=1)[C:7]([O:9]C)=[O:8].[OH-].[Na+].Cl, predict the reaction product. (2) Given the reactants [CH3:1][C:2]1[CH:7]=[CH:6][C:5]([N+:8]([O-:10])=[O:9])=[CH:4][C:3]=1[NH:11][CH2:12][CH2:13][C:14]([OH:16])=O.[CH3:17][C:18]1([CH3:26])[O:23][C:22](=[O:24])[CH2:21][C:20](=[O:25])[O:19]1, predict the reaction product. The product is: [CH3:17][C:18]1([CH3:26])[O:23][C:22](=[O:24])[CH:21]([C:14](=[O:16])[CH2:13][CH2:12][NH:11][C:3]2[CH:4]=[C:5]([N+:8]([O-:10])=[O:9])[CH:6]=[CH:7][C:2]=2[CH3:1])[C:20](=[O:25])[O:19]1. (3) Given the reactants Cl.[Cl:2][C:3]1[CH:8]=[CH:7][C:6]([NH:9][NH2:10])=[C:5]([F:11])[CH:4]=1.[O-]CC.[Na+].C(O[CH:19]=[CH:20][C:21]#[N:22])C, predict the reaction product. The product is: [Cl:2][C:3]1[CH:8]=[CH:7][C:6]([N:9]2[CH:19]=[CH:20][C:21]([NH2:22])=[N:10]2)=[C:5]([F:11])[CH:4]=1. (4) Given the reactants [N+](=[CH:3][C:4](=[O:14])[CH2:5][C:6]1[CH:11]=[CH:10][CH:9]=[C:8]([O:12][CH3:13])[CH:7]=1)=[N-], predict the reaction product. The product is: [CH3:13][O:12][C:8]1[CH:7]=[C:6]2[C:11](=[CH:10][CH:9]=1)[CH2:3][C:4](=[O:14])[CH2:5]2. (5) Given the reactants [Cl:1][C:2]1[N:3]=[CH:4][CH:5]=[C:6]2[CH:10]=[N:9][NH:8][C:7]=12.Cl[C:12]([F:17])([F:16])C([O-])=O.[Na+].C(=O)([O-])[O-].[Cs+].[Cs+], predict the reaction product. The product is: [Cl:1][C:2]1[C:7]2=[N:8][N:9]([CH:12]([F:17])[F:16])[CH:10]=[C:6]2[CH:5]=[CH:4][N:3]=1. (6) Given the reactants C([O:3][C:4]([C:6]1[O:10][N:9]=[C:8]([C@@H:11]2[CH2:15][C:14](=[O:16])[N:13]([C:17]3[CH:22]=[CH:21][C:20]([O:23][CH2:24][C:25]4[CH:30]=[CH:29][CH:28]=[C:27]([F:31])[CH:26]=4)=[CH:19][CH:18]=3)[CH2:12]2)[N:7]=1)=O)C.[NH3:32], predict the reaction product. The product is: [F:31][C:27]1[CH:26]=[C:25]([CH:30]=[CH:29][CH:28]=1)[CH2:24][O:23][C:20]1[CH:19]=[CH:18][C:17]([N:13]2[C:14](=[O:16])[CH2:15][C@@H:11]([C:8]3[N:7]=[C:6]([C:4]([NH2:32])=[O:3])[O:10][N:9]=3)[CH2:12]2)=[CH:22][CH:21]=1. (7) Given the reactants [CH:1]1([C:4]2[C:8]([CH:9]=O)=[CH:7][N:6]([C:11]3[CH:16]=[CH:15][N:14]=[C:13]([NH:17][C:18]4[CH:23]=[C:22]([N+:24]([O-])=O)[C:21]([N:27]([CH3:32])[CH:28]5[CH2:31][O:30][CH2:29]5)=[CH:20][C:19]=4[O:33][CH3:34])[N:12]=3)[N:5]=2)[CH2:3][CH2:2]1.[CH3:35][NH:36][CH3:37], predict the reaction product. The product is: [CH:1]1([C:4]2[C:8]([CH2:9][N:36]([CH3:37])[CH3:35])=[CH:7][N:6]([C:11]3[CH:16]=[CH:15][N:14]=[C:13]([NH:17][C:18]4[C:19]([O:33][CH3:34])=[CH:20][C:21]([N:27]([CH3:32])[CH:28]5[CH2:29][O:30][CH2:31]5)=[C:22]([NH:24][C:29](=[O:30])[CH:28]=[CH2:31])[CH:23]=4)[N:12]=3)[N:5]=2)[CH2:3][CH2:2]1.